From a dataset of Catalyst prediction with 721,799 reactions and 888 catalyst types from USPTO. Predict which catalyst facilitates the given reaction. (1) Reactant: C(=O)=O.[CH3:4][NH:5][CH3:6].[C:7]([OH:26])(=[O:25])[CH2:8][CH2:9][CH2:10][CH2:11][CH2:12][CH2:13][CH2:14]/[CH:15]=[CH:16]\[CH2:17][CH2:18][CH2:19][CH2:20][CH2:21][CH2:22][CH2:23][CH3:24]. Product: [CH3:4][NH2+:5][CH3:6].[C:7]([O-:26])(=[O:25])[CH2:8][CH2:9][CH2:10][CH2:11][CH2:12][CH2:13][CH2:14]/[CH:15]=[CH:16]\[CH2:17][CH2:18][CH2:19][CH2:20][CH2:21][CH2:22][CH2:23][CH3:24]. The catalyst class is: 244. (2) Product: [CH2:16]([O:15][CH2:14][CH:13]([CH3:23])[CH2:12][N:35]1[CH:36]=[C:32]([B:27]2[O:26][C:25]([CH3:37])([CH3:24])[C:29]([CH3:31])([CH3:30])[O:28]2)[CH:33]=[N:34]1)[C:17]1[CH:22]=[CH:21][CH:20]=[CH:19][CH:18]=1. The catalyst class is: 3. Reactant: C(=O)([O-])[O-].[K+].[K+].CS(O[CH2:12][CH:13]([CH3:23])[CH2:14][O:15][CH2:16][C:17]1[CH:22]=[CH:21][CH:20]=[CH:19][CH:18]=1)(=O)=O.[CH3:24][C:25]1([CH3:37])[C:29]([CH3:31])([CH3:30])[O:28][B:27]([C:32]2[CH:33]=[N:34][NH:35][CH:36]=2)[O:26]1. (3) Reactant: Br[C:2]1[CH:3]=[C:4]([Cl:31])[CH:5]=[C:6]2[C:11]=1[N:10]=[CH:9][N:8]([CH2:12][CH2:13][CH2:14][N:15]1[CH2:20][CH:19]=[C:18]([C:21]3[C:29]4[C:24](=[CH:25][CH:26]=[CH:27][CH:28]=4)[NH:23][CH:22]=3)[CH2:17][CH2:16]1)[C:7]2=[O:30].[N].[H][H]. The catalyst class is: 29. Product: [Cl:31][C:4]1[CH:5]=[C:6]2[C:11](=[CH:2][CH:3]=1)[N:10]=[CH:9][N:8]([CH2:12][CH2:13][CH2:14][N:15]1[CH2:16][CH:17]=[C:18]([C:21]3[C:29]4[C:24](=[CH:25][CH:26]=[CH:27][CH:28]=4)[NH:23][CH:22]=3)[CH2:19][CH2:20]1)[C:7]2=[O:30].